Task: Predict the reactants needed to synthesize the given product.. Dataset: Full USPTO retrosynthesis dataset with 1.9M reactions from patents (1976-2016) Given the product [CH3:4][O:5][C:6]1[CH:7]=[C:8]([C:12]2[CH:17]=[CH:16][C:15]([C:18]([C:23]3[N:28]=[CH:27][C:26]([C:29]4[O:33][N:32]=[C:31]([C:6]([OH:5])([CH3:7])[CH3:11])[CH:30]=4)=[CH:25][CH:24]=3)([CH3:22])[CH:19]([CH3:20])[CH3:21])=[CH:14][CH:13]=2)[CH:9]=[N:10][CH:11]=1, predict the reactants needed to synthesize it. The reactants are: C[Mg]Br.[CH3:4][O:5][C:6]1[CH:7]=[C:8]([C:12]2[CH:17]=[CH:16][C:15]([C:18]([C:23]3[N:28]=[CH:27][C:26]([C:29]4[O:33][N:32]=[C:31](C(OCC)=O)[CH:30]=4)=[CH:25][CH:24]=3)([CH3:22])[CH:19]([CH3:21])[CH3:20])=[CH:14][CH:13]=2)[CH:9]=[N:10][CH:11]=1.